This data is from TCR-epitope binding with 47,182 pairs between 192 epitopes and 23,139 TCRs. The task is: Binary Classification. Given a T-cell receptor sequence (or CDR3 region) and an epitope sequence, predict whether binding occurs between them. (1) The epitope is RLRAEAQVK. The TCR CDR3 sequence is CASSQVGRPYNEQFF. Result: 1 (the TCR binds to the epitope). (2) The epitope is TLIGDCATV. The TCR CDR3 sequence is CASSYSTGGTEAFF. Result: 1 (the TCR binds to the epitope). (3) Result: 0 (the TCR does not bind to the epitope). The epitope is FLNRFTTTL. The TCR CDR3 sequence is CASSQDWSSVGTDTQYF. (4) The epitope is ELAGIGILTV. The TCR CDR3 sequence is CSVPTGLGYTF. Result: 1 (the TCR binds to the epitope). (5) The epitope is DATYQRTRALVR. The TCR CDR3 sequence is CSFRDLSSYNEQFF. Result: 1 (the TCR binds to the epitope). (6) The epitope is GTSGSPIINR. Result: 0 (the TCR does not bind to the epitope). The TCR CDR3 sequence is CASSYTGTGNTGELFF. (7) The epitope is NLSALGIFST. The TCR CDR3 sequence is CASSLGAGLTAFF. Result: 0 (the TCR does not bind to the epitope). (8) The epitope is KLSALGINAV. The TCR CDR3 sequence is CASSQPSGGFTDTQYF. Result: 0 (the TCR does not bind to the epitope). (9) The epitope is QECVRGTTVL. The TCR CDR3 sequence is CATWTGPFYEQYF. Result: 1 (the TCR binds to the epitope). (10) The TCR CDR3 sequence is CASSLENEKLFF. The epitope is FIAGLIAIV. Result: 1 (the TCR binds to the epitope).